From a dataset of Catalyst prediction with 721,799 reactions and 888 catalyst types from USPTO. Predict which catalyst facilitates the given reaction. (1) Reactant: [C:1]([OH:20])(=O)[CH2:2][CH2:3][CH2:4][CH2:5][CH2:6][CH2:7][CH2:8]/[CH:9]=[CH:10]\[CH2:11][CH2:12][CH2:13][CH2:14][CH2:15][CH2:16][CH2:17][CH3:18].[CH2:21]([CH2:23][NH2:24])[OH:22].O. Product: [C:1]([NH:24][CH2:23][CH2:21][OH:22])(=[O:20])[CH2:2][CH2:3][CH2:4][CH2:5][CH2:6][CH2:7][CH2:8]/[CH:9]=[CH:10]\[CH2:11][CH2:12][CH2:13][CH2:14][CH2:15][CH2:16][CH2:17][CH3:18]. The catalyst class is: 81. (2) Reactant: [CH2:1]([O:3][C:4]1[CH:9]=[C:8]([O:10]CC2C=CC(OC)=CC=2)[N:7]=[CH:6][C:5]=1[C:20]1[CH:25]=[CH:24][C:23]([CH2:26][C:27]([NH:29][C:30]2[CH:35]=[C:34]([C:36]([F:39])([F:38])[F:37])[CH:33]=[C:32]([C:40]3[O:41][C:42]([CH3:45])=[N:43][N:44]=3)[CH:31]=2)=[O:28])=[C:22]([F:46])[CH:21]=1)[CH3:2]. Product: [CH2:1]([O:3][C:4]1[C:5]([C:20]2[CH:25]=[CH:24][C:23]([CH2:26][C:27]([NH:29][C:30]3[CH:35]=[C:34]([C:36]([F:38])([F:39])[F:37])[CH:33]=[C:32]([C:40]4[O:41][C:42]([CH3:45])=[N:43][N:44]=4)[CH:31]=3)=[O:28])=[C:22]([F:46])[CH:21]=2)=[CH:6][NH:7][C:8](=[O:10])[CH:9]=1)[CH3:2]. The catalyst class is: 19. (3) Reactant: Cl.[NH2:2][CH2:3][C:4]1[CH:13]=[CH:12][C:7]([C:8]([O:10][CH3:11])=[O:9])=[CH:6][CH:5]=1.Cl.[N:15]1([C:20](N)=[NH:21])C=CC=N1.CCN(C(C)C)C(C)C. Product: [OH2:9].[OH2:9].[CH3:11][O:10][C:8](=[O:9])[C:7]1[CH:6]=[CH:5][C:4]([CH2:3][NH:2][C:20]([NH2:21])=[NH:15])=[CH:13][CH:12]=1. The catalyst class is: 8. (4) Reactant: Br[C:2]1[CH:7]=[CH:6][C:5]([CH2:8][N:9]2[CH2:14][CH2:13][N:12]([C:15]([O:17][CH2:18][C:19]3[CH:24]=[CH:23][CH:22]=[CH:21][CH:20]=3)=[O:16])[C@@H:11]([CH3:25])[CH2:10]2)=[CH:4][CH:3]=1.[C:26]([O:34][CH2:35][CH3:36])(=[O:33])[CH2:27][C:28]([O:30][CH2:31][CH3:32])=[O:29].P([O-])([O-])([O-])=O.[K+].[K+].[K+].CC(P(C(C)(C)C)C1C=CC=CC=1C1C=CC=CC=1C)(C)C. Product: [CH3:25][C@@H:11]1[N:12]([C:15]([O:17][CH2:18][C:19]2[CH:24]=[CH:23][CH:22]=[CH:21][CH:20]=2)=[O:16])[CH2:13][CH2:14][N:9]([CH2:8][C:5]2[CH:6]=[CH:7][C:2]([CH:27]([C:28]([O:30][CH2:31][CH3:32])=[O:29])[C:26]([O:34][CH2:35][CH3:36])=[O:33])=[CH:3][CH:4]=2)[CH2:10]1. The catalyst class is: 160. (5) Reactant: [C:1]1([C:11](Cl)=[O:12])[C:10]2[C:5](=[CH:6][CH:7]=[CH:8][CH:9]=2)[CH:4]=[CH:3][CH:2]=1.[NH2:14][C:15]1[CH:23]=[CH:22][C:21]([Cl:24])=[CH:20][C:16]=1[C:17](O)=[O:18].C(N(C(C)C)CC)(C)C.CN(C(ON1N=NC2C=CC=NC1=2)=[N+](C)C)C.F[P-](F)(F)(F)(F)F. Product: [Cl:24][C:21]1[CH:22]=[CH:23][C:15]2[N:14]=[C:11]([C:1]3[C:10]4[C:5](=[CH:6][CH:7]=[CH:8][CH:9]=4)[CH:4]=[CH:3][CH:2]=3)[O:12][C:17](=[O:18])[C:16]=2[CH:20]=1. The catalyst class is: 59. (6) Reactant: C([O:8][C@@H:9]([C:11]1[N:15]([CH2:16][CH2:17][CH3:18])[C:14](=[O:19])[N:13]([CH2:20][C:21]2[CH:26]=[CH:25][C:24]([CH3:27])=[CH:23][CH:22]=2)[N:12]=1)[CH3:10])C1C=CC=CC=1.C(O)(=O)C. Product: [OH:8][C@@H:9]([C:11]1[N:15]([CH2:16][CH2:17][CH3:18])[C:14](=[O:19])[N:13]([CH2:20][C:21]2[CH:22]=[CH:23][C:24]([CH3:27])=[CH:25][CH:26]=2)[N:12]=1)[CH3:10]. The catalyst class is: 63. (7) Reactant: [C:1]([O:5][C:6]([NH:8][CH2:9][C@H:10]1[CH2:15][CH2:14][C@H:13]([C:16]([NH:18][C@H:19]([C:40](=[O:53])[NH:41][C:42]2[CH:47]=[CH:46][C:45]([C:48]3[N:49]=[N:50][NH:51][N:52]=3)=[CH:44][CH:43]=2)[CH2:20][C:21]2[CH:26]=[CH:25][C:24]([C:27]3[C:32]([O:33][CH3:34])=[CH:31][C:30]([C:35](O)=[O:36])=[CH:29][C:28]=3[O:38][CH3:39])=[CH:23][CH:22]=2)=[O:17])[CH2:12][CH2:11]1)=[O:7])([CH3:4])([CH3:3])[CH3:2].[NH2:54][CH:55]1[CH2:60][CH2:59][N:58]([CH3:61])[CH2:57][CH2:56]1.C(N(CC)C(C)C)(C)C.F[P-](F)(F)(F)(F)F.CN(C(N(C)C)=[N+]1C2C(=NC=CC=2)[N+]([O-])=N1)C.Cl. Product: [CH3:39][O:38][C:28]1[CH:29]=[C:30]([C:35](=[O:36])[NH:54][CH:55]2[CH2:60][CH2:59][N:58]([CH3:61])[CH2:57][CH2:56]2)[CH:31]=[C:32]([O:33][CH3:34])[C:27]=1[C:24]1[CH:23]=[CH:22][C:21]([CH2:20][C@H:19]([NH:18][C:16]([C@H:13]2[CH2:14][CH2:15][C@H:10]([CH2:9][NH:8][C:6](=[O:7])[O:5][C:1]([CH3:2])([CH3:4])[CH3:3])[CH2:11][CH2:12]2)=[O:17])[C:40](=[O:53])[NH:41][C:42]2[CH:43]=[CH:44][C:45]([C:48]3[N:52]=[N:51][NH:50][N:49]=3)=[CH:46][CH:47]=2)=[CH:26][CH:25]=1. The catalyst class is: 255. (8) Reactant: [CH2:1]([NH+:3](CC)[CH2:4]C)C.CNC.[Cl:11][C:12]1[CH:13]=[C:14]([CH:31]=[CH:32][C:33]=1[O:34][CH2:35][C:36]1[CH:41]=[CH:40][CH:39]=[CH:38][N:37]=1)[NH:15][C:16]1[C:25]2[C:20](=[CH:21][CH:22]=[CH:23][C:24]=2[O:26][CH2:27][C:28]([CH3:30])=O)[N:19]=[CH:18][N:17]=1. Product: [Cl:11][C:12]1[CH:13]=[C:14]([CH:31]=[CH:32][C:33]=1[O:34][CH2:35][C:36]1[CH:41]=[CH:40][CH:39]=[CH:38][N:37]=1)[NH:15][C:16]1[C:25]2[C:20](=[CH:21][CH:22]=[CH:23][C:24]=2[O:26][CH2:27][CH:28]([N:3]([CH3:4])[CH3:1])[CH3:30])[N:19]=[CH:18][N:17]=1. The catalyst class is: 1. (9) Reactant: [Br:1][CH2:2][C:3]([C:5]1[CH:9]=[CH:8][S:7][CH:6]=1)=[O:4].[CH3:10][N:11]1[CH2:16][CH2:15][CH:14]([C:17]([O:19][CH:20]([C:28]2[CH:33]=[CH:32][CH:31]=[C:30]([F:34])[CH:29]=2)[C:21]2[CH:26]=[CH:25][CH:24]=[C:23]([F:27])[CH:22]=2)=[O:18])[CH2:13][CH2:12]1. Product: [Br-:1].[F:34][C:30]1[CH:29]=[C:28]([CH:20]([C:21]2[CH:26]=[CH:25][CH:24]=[C:23]([F:27])[CH:22]=2)[O:19][C:17]([CH:14]2[CH2:13][CH2:12][N+:11]([CH3:10])([CH2:2][C:3](=[O:4])[C:5]3[CH:9]=[CH:8][S:7][CH:6]=3)[CH2:16][CH2:15]2)=[O:18])[CH:33]=[CH:32][CH:31]=1. The catalyst class is: 25. (10) Reactant: [NH:1]1[C:9]2[CH:8]=[CH:7][CH:6]=[C:5]([C:10]([OH:12])=O)[C:4]=2[CH:3]=[CH:2]1.Cl.CN(C)CCCN=C=NCC.O.N1(O)C2C=CC=CC=2N=N1.[Cl:36][C:37]1[CH:38]=[C:39]([CH:44]=[CH:45][C:46]=1[O:47][CH:48]([CH3:50])[CH3:49])[C:40]([NH:42]O)=[NH:41]. Product: [Cl:36][C:37]1[CH:38]=[C:39]([C:40]2[N:42]=[C:10]([C:5]3[CH:6]=[CH:7][CH:8]=[C:9]4[C:4]=3[CH:3]=[CH:2][NH:1]4)[O:12][N:41]=2)[CH:44]=[CH:45][C:46]=1[O:47][CH:48]([CH3:50])[CH3:49]. The catalyst class is: 18.